From a dataset of Peptide-MHC class II binding affinity with 134,281 pairs from IEDB. Regression. Given a peptide amino acid sequence and an MHC pseudo amino acid sequence, predict their binding affinity value. This is MHC class II binding data. (1) The binding affinity (normalized) is 0.452. The peptide sequence is LDYDDYVYPGHAIWW. The MHC is HLA-DQA10501-DQB10301 with pseudo-sequence HLA-DQA10501-DQB10301. (2) The peptide sequence is SMSYSWTGALVTPCAAEEQK. The MHC is DRB1_1501 with pseudo-sequence DRB1_1501. The binding affinity (normalized) is 0.558. (3) The peptide sequence is GGSILQTNFKSLSSTEF. The MHC is DRB1_0101 with pseudo-sequence DRB1_0101. The binding affinity (normalized) is 0.750. (4) The peptide sequence is GLRTLWSPRERLVLT. The MHC is DRB1_1301 with pseudo-sequence DRB1_1301. The binding affinity (normalized) is 0.756. (5) The peptide sequence is LVIPENAKEKPQEGT. The MHC is DRB5_0101 with pseudo-sequence DRB5_0101. The binding affinity (normalized) is 0.352. (6) The peptide sequence is DFILATDIAEMGANL. The MHC is DRB5_0101 with pseudo-sequence DRB5_0101. The binding affinity (normalized) is 0.125.